Predict the reactants needed to synthesize the given product. From a dataset of Full USPTO retrosynthesis dataset with 1.9M reactions from patents (1976-2016). Given the product [Cl:30][C:29]1[CH:28]=[CH:27][CH:26]=[C:25]([C:31]2([OH:35])[CH2:34][CH2:33][CH2:32]2)[C:24]=1[CH2:23][N:14]1[C:15]2[C:20](=[C:19]([F:21])[CH:18]=[CH:17][CH:16]=2)[C:12]([C:11]2[CH:10]=[CH:9][C:4]([C:5]([O:7][CH3:8])=[O:6])=[CH:3][C:2]=2[F:1])=[N:13]1, predict the reactants needed to synthesize it. The reactants are: [F:1][C:2]1[CH:3]=[C:4]([CH:9]=[CH:10][C:11]=1[C:12]1[C:20]2[C:15](=[CH:16][CH:17]=[CH:18][C:19]=2[F:21])[NH:14][N:13]=1)[C:5]([O:7][CH3:8])=[O:6].Br[CH2:23][C:24]1[C:29]([Cl:30])=[CH:28][CH:27]=[CH:26][C:25]=1[C:31]1([OH:35])[CH2:34][CH2:33][CH2:32]1.C([O-])([O-])=O.[Cs+].[Cs+].